This data is from Reaction yield outcomes from USPTO patents with 853,638 reactions. The task is: Predict the reaction yield, written as a fraction of the theoretical maximum amount of product (1.0 means a 100% yield; for example, 0.34 means a 34% yield). The reactants are [I:1][C:2]1[CH:3]=[CH:4][C:5]2[N:6]([N:8]=[C:9]([C:11]([CH3:18])([CH3:17])[CH2:12][O:13]C(=O)C)[N:10]=2)[CH:7]=1.C([O-])([O-])=O.[K+].[K+]. The catalyst is CO. The product is [I:1][C:2]1[CH:3]=[CH:4][C:5]2[N:6]([N:8]=[C:9]([C:11]([CH3:18])([CH3:17])[CH2:12][OH:13])[N:10]=2)[CH:7]=1. The yield is 0.910.